Dataset: Peptide-MHC class I binding affinity with 185,985 pairs from IEDB/IMGT. Task: Regression. Given a peptide amino acid sequence and an MHC pseudo amino acid sequence, predict their binding affinity value. This is MHC class I binding data. (1) The peptide sequence is NHINVELSR. The MHC is Mamu-A07 with pseudo-sequence Mamu-A07. The binding affinity (normalized) is 0.144. (2) The peptide sequence is PDANKVGAGA. The MHC is Patr-B2401 with pseudo-sequence Patr-B2401. The binding affinity (normalized) is 0.